This data is from NCI-60 drug combinations with 297,098 pairs across 59 cell lines. The task is: Regression. Given two drug SMILES strings and cell line genomic features, predict the synergy score measuring deviation from expected non-interaction effect. (1) Drug 1: C1CN1P(=S)(N2CC2)N3CC3. Drug 2: C1C(C(OC1N2C=NC(=NC2=O)N)CO)O. Cell line: CCRF-CEM. Synergy scores: CSS=52.7, Synergy_ZIP=0.967, Synergy_Bliss=1.16, Synergy_Loewe=-0.436, Synergy_HSA=2.77. (2) Drug 1: C(CCl)NC(=O)N(CCCl)N=O. Drug 2: CC1C(C(CC(O1)OC2CC(CC3=C2C(=C4C(=C3O)C(=O)C5=CC=CC=C5C4=O)O)(C(=O)C)O)N)O. Cell line: SNB-75. Synergy scores: CSS=51.6, Synergy_ZIP=-2.39, Synergy_Bliss=1.00, Synergy_Loewe=4.74, Synergy_HSA=5.28. (3) Drug 1: CC1CCCC2(C(O2)CC(NC(=O)CC(C(C(=O)C(C1O)C)(C)C)O)C(=CC3=CSC(=N3)C)C)C. Drug 2: CC12CCC3C(C1CCC2OP(=O)(O)O)CCC4=C3C=CC(=C4)OC(=O)N(CCCl)CCCl.[Na+]. Cell line: HCC-2998. Synergy scores: CSS=69.2, Synergy_ZIP=3.00, Synergy_Bliss=-1.18, Synergy_Loewe=-30.0, Synergy_HSA=0.952. (4) Drug 1: C#CCC(CC1=CN=C2C(=N1)C(=NC(=N2)N)N)C3=CC=C(C=C3)C(=O)NC(CCC(=O)O)C(=O)O. Drug 2: C1C(C(OC1N2C=NC(=NC2=O)N)CO)O. Cell line: NCIH23. Synergy scores: CSS=-6.64, Synergy_ZIP=2.24, Synergy_Bliss=-0.460, Synergy_Loewe=-8.56, Synergy_HSA=-7.73. (5) Cell line: LOX IMVI. Drug 1: C1CC(=O)NC(=O)C1N2CC3=C(C2=O)C=CC=C3N. Synergy scores: CSS=24.4, Synergy_ZIP=-9.51, Synergy_Bliss=-6.34, Synergy_Loewe=-44.2, Synergy_HSA=-5.12. Drug 2: CC1=C(C(=CC=C1)Cl)NC(=O)C2=CN=C(S2)NC3=CC(=NC(=N3)C)N4CCN(CC4)CCO.